From a dataset of Full USPTO retrosynthesis dataset with 1.9M reactions from patents (1976-2016). Predict the reactants needed to synthesize the given product. (1) Given the product [Br:18][C:15]1[N:14]=[C:13]2[NH:9][CH:10]=[CH:11][C:12]2=[CH:17][CH:16]=1, predict the reactants needed to synthesize it. The reactants are: C([N:9]1[C:13]2=[N:14][C:15]([Br:18])=[CH:16][CH:17]=[C:12]2[CH:11]=[CH:10]1)(=O)C1C=CC=CC=1.[OH-].[Na+]. (2) Given the product [CH3:48][O:47][C:37]1[C:35]2[N:36]=[C:32]([NH:31][C:30]([N:27]3[CH2:26][CH2:25][CH:24]([CH2:23][NH:22][S:59]([CH3:58])(=[O:61])=[O:60])[CH2:29][CH2:28]3)=[O:49])[S:33][C:34]=2[C:40]([N:41]2[CH2:42][CH2:43][O:44][CH2:45][CH2:46]2)=[CH:39][CH:38]=1, predict the reactants needed to synthesize it. The reactants are: C(OC(=O)NCC1CCNCC1)(C)(C)C.C(OC(=O)[NH:22][CH2:23][CH:24]1[CH2:29][CH2:28][N:27]([C:30](=[O:49])[NH:31][C:32]2[S:33][C:34]3[C:40]([N:41]4[CH2:46][CH2:45][O:44][CH2:43][CH2:42]4)=[CH:39][CH:38]=[C:37]([O:47][CH3:48])[C:35]=3[N:36]=2)[CH2:26][CH2:25]1)(C)(C)C.FC(F)(F)C(O)=O.[CH3:58][S:59](Cl)(=[O:61])=[O:60].N1C=CC=CC=1. (3) Given the product [C:1]([O:5][C:6]([NH:8][C:9]1[S:10][CH:11]=[C:12](/[C:14](=[N:31]/[O:32][C:33]2([C:36]([O:38][CH:39]([C:46]3[CH:51]=[CH:50][CH:49]=[CH:48][CH:47]=3)[C:40]3[CH:41]=[CH:42][CH:43]=[CH:44][CH:45]=3)=[O:37])[CH2:34][CH2:35]2)/[C:15]([NH:17][C@@H:18]2[C:21](=[O:22])[NH:20][C@@H:19]2[CH2:23][N:24]2[N:28]=[C:27]([CH2:29][O:30][S:62]([CH3:61])(=[O:64])=[O:63])[CH:26]=[N:25]2)=[O:16])[N:13]=1)=[O:7])([CH3:4])([CH3:2])[CH3:3], predict the reactants needed to synthesize it. The reactants are: [C:1]([O:5][C:6]([NH:8][C:9]1[S:10][CH:11]=[C:12](/[C:14](=[N:31]/[O:32][C:33]2([C:36]([O:38][CH:39]([C:46]3[CH:51]=[CH:50][CH:49]=[CH:48][CH:47]=3)[C:40]3[CH:45]=[CH:44][CH:43]=[CH:42][CH:41]=3)=[O:37])[CH2:35][CH2:34]2)/[C:15]([NH:17][C@@H:18]2[C:21](=[O:22])[NH:20][C@@H:19]2[CH2:23][N:24]2[N:28]=[C:27]([CH2:29][OH:30])[CH:26]=[N:25]2)=[O:16])[N:13]=1)=[O:7])([CH3:4])([CH3:3])[CH3:2].CCN(C(C)C)C(C)C.[CH3:61][S:62](Cl)(=[O:64])=[O:63]. (4) Given the product [CH2:10]([C:9]1[NH:15][C:16]([CH3:28])=[C:17]([C:18](=[O:19])[C:20]2[CH:21]=[CH:22][C:23]([O:26][CH3:27])=[CH:24][CH:25]=2)[C:4](=[O:3])[CH:5]=1)[CH3:11], predict the reactants needed to synthesize it. The reactants are: CC1(C)OC(=O)[C:5]([C:9](=O)[CH2:10][CH3:11])=[C:4](C)[O:3]1.[NH2:15][C:16]([CH3:28])=[CH:17][C:18]([C:20]1[CH:25]=[CH:24][C:23]([O:26][CH3:27])=[CH:22][CH:21]=1)=[O:19]. (5) Given the product [Br:1][C:2]1[CH:3]=[C:4]2[C:9](=[CH:10][CH:11]=1)[C:8](=[O:12])[NH:7][C:6](=[O:13])/[C:5]/2=[CH:14]\[NH:31][CH2:30][CH2:29][CH2:28][N:25]1[CH2:26][CH2:27][O:22][CH2:23][CH2:24]1, predict the reactants needed to synthesize it. The reactants are: [Br:1][C:2]1[CH:3]=[C:4]2[C:9](=[CH:10][CH:11]=1)[C:8](=[O:12])[NH:7][C:6](=[O:13])[C:5]2=[CH:14]OC.CN(C)C=O.[O:22]1[CH2:27][CH2:26][N:25]([CH2:28][CH2:29][CH2:30][NH2:31])[CH2:24][CH2:23]1. (6) The reactants are: [N:1]1([C:7]2[N:8]=[C:9]([CH2:14][C:15]([O-:17])=O)[NH:10][C:11](=[O:13])[CH:12]=2)[CH2:6][CH2:5][O:4][CH2:3][CH2:2]1.[Na+].[NH2:19][C:20]1[CH:25]=[CH:24][C:23]([F:26])=[CH:22][C:21]=1[OH:27]. Given the product [F:26][C:23]1[CH:24]=[CH:25][C:20]([NH:19][C:15](=[O:17])[CH2:14][C:9]2[NH:10][C:11](=[O:13])[CH:12]=[C:7]([N:1]3[CH2:2][CH2:3][O:4][CH2:5][CH2:6]3)[N:8]=2)=[C:21]([OH:27])[CH:22]=1, predict the reactants needed to synthesize it.